Predict the reactants needed to synthesize the given product. From a dataset of Full USPTO retrosynthesis dataset with 1.9M reactions from patents (1976-2016). (1) Given the product [CH:25]1[C:34]2[C:29](=[CH:30][CH:31]=[CH:32][CH:33]=2)[CH:28]=[CH:27][C:26]=1[O:35][CH2:2][C:3]1[N:8]=[N:7][C:6]2[O:9][C:10]3[CH:16]=[CH:15][CH:14]=[CH:13][C:11]=3[O:12][C:5]=2[CH:4]=1, predict the reactants needed to synthesize it. The reactants are: Br[CH2:2][C:3]1[N:8]=[N:7][C:6]2[O:9][C:10]3[CH:16]=[CH:15][CH:14]=[CH:13][C:11]=3[O:12][C:5]=2[CH:4]=1.[I-].[K+].C(=O)([O-])[O-].[K+].[K+].[CH:25]1[C:34]2[C:29](=[CH:30][CH:31]=[CH:32][CH:33]=2)[CH:28]=[CH:27][C:26]=1[OH:35]. (2) Given the product [Cl:18][C:14]1[C:15]([F:17])=[C:16]2[C:11]([C:10]([S:19][C:20]3[CH:30]=[CH:29][CH:28]=[C:22]([C:23]([O:25][CH2:26][CH3:27])=[O:24])[C:21]=3[F:31])=[C:9]([CH3:32])[N:8]2[CH2:7][C:6]([OH:33])=[O:5])=[CH:12][CH:13]=1, predict the reactants needed to synthesize it. The reactants are: C([O:5][C:6](=[O:33])[CH2:7][N:8]1[C:16]2[C:11](=[CH:12][CH:13]=[C:14]([Cl:18])[C:15]=2[F:17])[C:10]([S:19][C:20]2[C:21]([F:31])=[C:22]([CH:28]=[CH:29][CH:30]=2)[C:23]([O:25][CH2:26][CH3:27])=[O:24])=[C:9]1[CH3:32])(C)(C)C.C(O)(C(F)(F)F)=O.